The task is: Predict the product of the given reaction.. This data is from Forward reaction prediction with 1.9M reactions from USPTO patents (1976-2016). (1) Given the reactants [Si:1]([O:8][CH2:9][C:10]1[CH:11]=[C:12]([CH:16]=[CH:17][C:18]=1[Cl:19])[CH2:13]CN)([C:4]([CH3:7])([CH3:6])[CH3:5])([CH3:3])[CH3:2].[C:20]([O:23]C(=O)C)(=O)[CH3:21].[N:27]1C=CC=C[CH:28]=1, predict the reaction product. The product is: [Si:1]([O:8][CH2:9][C:10]1[CH:11]=[C:12]([CH:16]=[CH:17][C:18]=1[Cl:19])[CH2:13][N:27]([CH3:28])[C:20](=[O:23])[CH3:21])([C:4]([CH3:5])([CH3:6])[CH3:7])([CH3:2])[CH3:3]. (2) The product is: [Cl:15][CH2:16][C:17]1[N:1]=[C:2]2[S:3][C:4]([CH:12]3[CH2:14][CH2:13]3)=[C:5]([C:7]([NH:9][CH2:10][CH3:11])=[O:8])[N:6]2[C:19](=[O:20])[CH:18]=1. Given the reactants [NH2:1][C:2]1[S:3][C:4]([CH:12]2[CH2:14][CH2:13]2)=[C:5]([C:7]([NH:9][CH2:10][CH3:11])=[O:8])[N:6]=1.[Cl:15][CH2:16][C:17](=O)[CH2:18][C:19](OCC)=[O:20], predict the reaction product. (3) Given the reactants [NH2:1][CH2:2][CH2:3][CH2:4][C@H:5]([NH:9][C:10]([C:12]1[S:13][C:14]([CH:17]([C:23]2[S:24][CH:25]=[CH:26][CH:27]=2)[C:18]2[S:19][CH:20]=[CH:21][CH:22]=2)=[CH:15][CH:16]=1)=[O:11])[C:6]([OH:8])=[O:7].[C:28]([OH:34])([C:30]([F:33])([F:32])[F:31])=[O:29].C(O)C.Cl.[C:39](=[NH:42])(O)[CH3:40], predict the reaction product. The product is: [S:24]1[CH:25]=[CH:26][CH:27]=[C:23]1[CH:17]([C:18]1[S:19][CH:20]=[CH:21][CH:22]=1)[C:14]1[S:13][C:12]([C:10]([NH:9][C@@H:5]([CH2:4][CH2:3][CH2:2][NH:1][C:39](=[NH:42])[CH3:40])[C:6]([OH:8])=[O:7])=[O:11])=[CH:16][CH:15]=1.[C:28]([OH:34])([C:30]([F:33])([F:32])[F:31])=[O:29]. (4) Given the reactants [F:1][C:2]1[CH:7]=[CH:6][C:5]([C:8]2[N:12]=[N:11][N:10]([CH3:13])[C:9]=2[CH2:14][O:15][C:16]2[N:17]=[CH:18][C:19]([C:22](O)=[O:23])=[N:20][CH:21]=2)=[CH:4][CH:3]=1.CN(C(O[N:33]1N=N[C:35]2C=CC=[CH:39][C:34]1=2)=[N+](C)C)C.[B-](F)(F)(F)F.CCN(C(C)C)C(C)C.C(N)(C)C, predict the reaction product. The product is: [CH:34]([NH:33][C:22]([C:19]1[CH:18]=[N:17][C:16]([O:15][CH2:14][C:9]2[N:10]([CH3:13])[N:11]=[N:12][C:8]=2[C:5]2[CH:4]=[CH:3][C:2]([F:1])=[CH:7][CH:6]=2)=[CH:21][N:20]=1)=[O:23])([CH3:39])[CH3:35]. (5) The product is: [CH2:14]([O:13][C:11]([N:7]1[CH2:8][CH2:9][CH2:10][C@@:5]([CH3:4])([C:21]([OH:23])=[O:22])[CH2:6]1)=[O:12])[C:15]1[CH:16]=[CH:17][CH:18]=[CH:19][CH:20]=1. Given the reactants O[Li].O.[CH3:4][C@@:5]1([C:21]([O:23]CC)=[O:22])[CH2:10][CH2:9][CH2:8][N:7]([C:11]([O:13][CH2:14][C:15]2[CH:20]=[CH:19][CH:18]=[CH:17][CH:16]=2)=[O:12])[CH2:6]1.Cl, predict the reaction product.